From a dataset of Full USPTO retrosynthesis dataset with 1.9M reactions from patents (1976-2016). Predict the reactants needed to synthesize the given product. (1) The reactants are: [CH3:1][C:2]1[N:3]=[C:4]([C:21]2[N:25]([CH:26]3[CH2:31][CH2:30][CH2:29][CH2:28][O:27]3)[N:24]=[CH:23][CH:22]=2)[C:5]2[CH2:11][CH:10]([CH3:12])[N:9](C(C3C=CC=CC=3)C)[CH2:8][C:6]=2[N:7]=1.C([O-])=O.[NH4+]. Given the product [CH3:1][C:2]1[N:3]=[C:4]([C:21]2[N:25]([CH:26]3[CH2:31][CH2:30][CH2:29][CH2:28][O:27]3)[N:24]=[CH:23][CH:22]=2)[C:5]2[CH2:11][CH:10]([CH3:12])[NH:9][CH2:8][C:6]=2[N:7]=1, predict the reactants needed to synthesize it. (2) Given the product [Cl:1][C:2]1[CH:18]=[CH:17][C:5]2[CH2:6][CH2:7][N:8]([C:11](=[O:16])[C:12]([F:14])([F:15])[F:13])[CH2:9][CH2:10][C:4]=2[C:3]=1[NH:36][CH:34]([C:29]1[CH:30]=[CH:31][CH:32]=[CH:33][C:28]=1[F:27])[CH3:35], predict the reactants needed to synthesize it. The reactants are: [Cl:1][C:2]1[CH:18]=[CH:17][C:5]2[CH2:6][CH2:7][N:8]([C:11](=[O:16])[C:12]([F:15])([F:14])[F:13])[CH2:9][CH2:10][C:4]=2[C:3]=1OS(C(F)(F)F)(=O)=O.[F:27][C:28]1[CH:33]=[CH:32][CH:31]=[CH:30][C:29]=1[CH:34]([NH2:36])[CH3:35].